From a dataset of Catalyst prediction with 721,799 reactions and 888 catalyst types from USPTO. Predict which catalyst facilitates the given reaction. (1) Reactant: [Br:1][C:2]1[C:8]([CH3:9])=[CH:7][C:5]([NH2:6])=[C:4]([N+:10]([O-])=O)[CH:3]=1.O.O.[Sn](Cl)Cl. Product: [Br:1][C:2]1[CH:3]=[C:4]([NH2:10])[C:5]([NH2:6])=[CH:7][C:8]=1[CH3:9]. The catalyst class is: 8. (2) Reactant: [C:1](=[N:4][OH:5])([NH2:3])[CH3:2].[CH:6]1([C:9](=[O:15])[CH2:10][C:11](OC)=O)[CH2:8][CH2:7]1. Product: [CH:6]1([C:9](=[O:15])[CH2:10][C:11]2[O:5][N:4]=[C:1]([CH3:2])[N:3]=2)[CH2:8][CH2:7]1. The catalyst class is: 11. (3) Reactant: Br[C:2]1[CH:7]=[CH:6][C:5]([S:8]([NH:11][C:12]([CH3:15])([CH3:14])[CH3:13])(=[O:10])=[O:9])=[C:4]([C:16]([F:19])([F:18])[F:17])[CH:3]=1.[Li]CCCC.CON(C)[C:28](=[O:30])[CH3:29]. Product: [C:28]([C:2]1[CH:7]=[CH:6][C:5]([S:8]([NH:11][C:12]([CH3:15])([CH3:14])[CH3:13])(=[O:10])=[O:9])=[C:4]([C:16]([F:19])([F:18])[F:17])[CH:3]=1)(=[O:30])[CH3:29]. The catalyst class is: 1. (4) The catalyst class is: 386. Product: [P:1]([OH:11])([OH:3])([O:19][C:20]([C:33]1[CH:38]=[CH:37][C:36]([F:39])=[CH:35][C:34]=1[F:40])([CH2:27][N:28]1[CH:32]=[N:31][CH:30]=[N:29]1)[CH2:21][N:22]1[CH:26]=[N:25][CH:24]=[N:23]1)=[O:2]. Reactant: [P:1]([O:19][C:20]([C:33]1[CH:38]=[CH:37][C:36]([F:39])=[CH:35][C:34]=1[F:40])([CH2:27][N:28]1[CH:32]=[N:31][CH:30]=[N:29]1)[CH2:21][N:22]1[CH:26]=[N:25][CH:24]=[N:23]1)([O:11]CC1C=CC=CC=1)([O:3]CC1C=CC=CC=1)=[O:2].[OH-].[Na+].S(=O)(=O)(O)O. (5) Reactant: [C:1]([O:5][C:6](=[O:42])[NH:7][CH2:8][CH:9]([NH:16][C:17](=[O:41])[C:18]1[CH:23]=[CH:22][C:21]([Cl:24])=[C:20]([NH:25][C:26]([C:28]2[C:39](=[O:40])[NH:38][C:31]3[N:32]=[C:33]([S:36][CH3:37])[N:34]=[CH:35][C:30]=3[CH:29]=2)=[O:27])[CH:19]=1)[C:10]1[CH:15]=[CH:14][CH:13]=[CH:12][CH:11]=1)([CH3:4])([CH3:3])[CH3:2].[OH2:43].OOS([O-])=O.[K+].C[OH:51]. Product: [Cl:24][C:21]1[CH:22]=[CH:23][C:18]([C:17]([NH:16][CH:9]([C:10]2[CH:15]=[CH:14][CH:13]=[CH:12][CH:11]=2)[CH2:8][NH:7][C:6](=[O:42])[O:5][C:1]([CH3:4])([CH3:2])[CH3:3])=[O:41])=[CH:19][C:20]=1[NH:25][C:26]([C:28]1[C:39](=[O:40])[NH:38][C:31]2[N:32]=[C:33]([S:36]([CH3:37])(=[O:51])=[O:43])[N:34]=[CH:35][C:30]=2[CH:29]=1)=[O:27]. The catalyst class is: 1. (6) Reactant: [C:1]([O:4][C@H:5]1[C@H:10]([O:11][C:12](=[O:14])[CH3:13])[C@@H:9]([O:15][C:16](=[O:18])[CH3:17])[C@H:8]([C:19]2[CH:24]=[CH:23][C:22]([Cl:25])=[C:21]([CH2:26][C:27]3[CH:32]=[CH:31][C:30]([O:33][CH2:34][CH:35]=O)=[CH:29][CH:28]=3)[CH:20]=2)[O:7][C@@H:6]1[CH2:37][O:38][C:39](=[O:41])[CH3:40])(=[O:3])[CH3:2].N1C=CC=CC=1.C([O-])(=O)C.[Na+].Cl.[CH3:54][O:55][NH2:56]. Product: [C:1]([O:4][C@H:5]1[C@H:10]([O:11][C:12](=[O:14])[CH3:13])[C@@H:9]([O:15][C:16](=[O:18])[CH3:17])[C@H:8]([C:19]2[CH:24]=[CH:23][C:22]([Cl:25])=[C:21]([CH2:26][C:27]3[CH:28]=[CH:29][C:30]([O:33][CH2:34][CH:35]=[N:56][O:55][CH3:54])=[CH:31][CH:32]=3)[CH:20]=2)[O:7][C@@H:6]1[CH2:37][O:38][C:39](=[O:41])[CH3:40])(=[O:3])[CH3:2]. The catalyst class is: 8. (7) Reactant: Br[C:2]1[CH:7]=[CH:6][C:5]([N+:8]([O-:10])=[O:9])=[CH:4][CH:3]=1.[CH3:11][N:12]1[CH2:17][CH2:16][NH:15][CH2:14][CH2:13]1. Product: [CH3:11][N:12]1[CH2:17][CH2:16][N:15]([C:2]2[CH:7]=[CH:6][C:5]([N+:8]([O-:10])=[O:9])=[CH:4][CH:3]=2)[CH2:14][CH2:13]1. The catalyst class is: 6. (8) Reactant: Br[C:2]1[CH:7]=[CH:6][C:5]([Br:8])=[CH:4][N:3]=1.CC#N.C(=O)=O.C([Li])CCC.[O:20]1CC[CH2:22][CH2:21]1.CN(C)C(=O)C. Product: [Br:8][C:5]1[CH:6]=[CH:7][C:2]([C:21](=[O:20])[CH3:22])=[N:3][CH:4]=1. The catalyst class is: 11. (9) Reactant: [CH3:1][C:2]1[CH:7]=[CH:6][N:5]([C:8]2[CH:13]=[CH:12][C:11]([N:14]3[CH2:19][CH2:18][NH:17][CH2:16][CH2:15]3)=[CH:10][CH:9]=2)[C:4](=[O:20])[CH:3]=1.CC1C=CC(S(O[CH2:32][CH2:33][CH2:34][C:35]2[C:43]3[C:38](=[CH:39][CH:40]=[C:41]([C:44]#[N:45])[CH:42]=3)[NH:37][CH:36]=2)(=O)=O)=CC=1.C(=O)([O-])[O-].[K+].[K+].[I-].[K+]. Product: [CH3:1][C:2]1[CH:7]=[CH:6][N:5]([C:8]2[CH:9]=[CH:10][C:11]([N:14]3[CH2:15][CH2:16][N:17]([CH2:32][CH2:33][CH2:34][C:35]4[C:43]5[C:38](=[CH:39][CH:40]=[C:41]([C:44]#[N:45])[CH:42]=5)[NH:37][CH:36]=4)[CH2:18][CH2:19]3)=[CH:12][CH:13]=2)[C:4](=[O:20])[CH:3]=1. The catalyst class is: 10.